This data is from Forward reaction prediction with 1.9M reactions from USPTO patents (1976-2016). The task is: Predict the product of the given reaction. (1) Given the reactants [Br:1][C:2]1[CH:3]=[N:4][C:5]([N:11]2[CH2:16][CH2:15][N:14]([CH2:17][CH2:18][OH:19])[CH2:13][CH2:12]2)=[C:6]([CH:10]=1)[C:7]([OH:9])=O.[CH3:20][NH:21][CH3:22].F[P-](F)(F)(F)(F)F.N1(O[P+](N2CCCC2)(N2CCCC2)N2CCCC2)C2C=CC=CC=2N=N1, predict the reaction product. The product is: [Br:1][C:2]1[CH:3]=[N:4][C:5]([N:11]2[CH2:16][CH2:15][N:14]([CH2:17][CH2:18][OH:19])[CH2:13][CH2:12]2)=[C:6]([CH:10]=1)[C:7]([N:21]([CH3:22])[CH3:20])=[O:9]. (2) Given the reactants [NH2:1][CH2:2][C:3]([CH3:6])([OH:5])[CH3:4].[F:7][C:8]([F:31])([F:30])[O:9][C:10]1[CH:15]=[CH:14][C:13]([NH:16][C:17](=[O:29])[C:18]2[CH:23]=[C:22]([N+:24]([O-:26])=[O:25])[C:21](F)=[CH:20][C:19]=2[Cl:28])=[CH:12][CH:11]=1.C([O-])([O-])=O.[Cs+].[Cs+], predict the reaction product. The product is: [F:30][C:8]([F:7])([F:31])[O:9][C:10]1[CH:15]=[CH:14][C:13]([NH:16][C:17](=[O:29])[C:18]2[CH:23]=[C:22]([N+:24]([O-:26])=[O:25])[C:21]([NH:1][CH2:2][C:3]([OH:5])([CH3:6])[CH3:4])=[CH:20][C:19]=2[Cl:28])=[CH:12][CH:11]=1.